Dataset: Catalyst prediction with 721,799 reactions and 888 catalyst types from USPTO. Task: Predict which catalyst facilitates the given reaction. (1) Reactant: [C:1]([C:4]1[N:5]([CH2:18][O:19][C:20](=[O:25])[C:21]([CH3:24])([CH3:23])[CH3:22])[CH:6]=[C:7]([CH2:9][O:10][Si](C(C)(C)C)(C)C)[N:8]=1)(=[O:3])[CH3:2].C(O)(=O)C.CCCC[N+](CCCC)(CCCC)CCCC.[F-]. Product: [C:1]([C:4]1[N:5]([CH2:18][O:19][C:20](=[O:25])[C:21]([CH3:24])([CH3:23])[CH3:22])[CH:6]=[C:7]([CH2:9][OH:10])[N:8]=1)(=[O:3])[CH3:2]. The catalyst class is: 1. (2) Reactant: [N:1]1[CH:2]=[CH:3][N:4]2[CH:9]=[CH:8][CH:7]=[C:6]([CH:10]=[O:11])[C:5]=12.[N+:12]([O-:15])(O)=[O:13].[C:16]([O-])([O-])=O.[Na+].[Na+]. Product: [CH3:16][C:2]1[N:1]=[C:5]2[C:6]([CH:10]=[O:11])=[CH:7][CH:8]=[CH:9][N:4]2[C:3]=1[N+:12]([O-:15])=[O:13]. The catalyst class is: 65. (3) Reactant: [Br:1][C:2]1[C:3]([Cl:22])=[N:4][CH:5]=[C:6]([CH:21]=1)[C:7]([NH:9][C:10]1[CH:15]=[CH:14][C:13]([O:16][C:17]([F:20])([F:19])[F:18])=[CH:12][CH:11]=1)=[O:8].[CH3:23][NH:24][CH2:25][CH2:26][CH2:27][OH:28].[CH3:29][CH2:30][N:31]([CH:35]([CH3:37])[CH3:36])[CH:32]([CH3:34])[CH3:33]. Product: [Br:1][C:2]1[C:3]([N:24]([CH2:25][CH2:26][CH2:27][OH:28])[CH3:23])=[N:4][CH:5]=[C:6]([CH:21]=1)[C:7]([NH:9][C:10]1[CH:15]=[CH:14][C:13]([O:16][C:17]([F:20])([F:19])[F:18])=[CH:12][CH:11]=1)=[O:8].[CH3:29][CH2:30][N:31]([CH:35]([CH3:37])[CH3:36])[CH:32]([CH3:34])[CH3:33].[ClH:22]. The catalyst class is: 41. (4) Reactant: [OH:1][CH2:2][C:3]1[S:11][C:10]2[CH2:9][CH2:8][N:7]([C:12]([O:14][C:15]([CH3:18])([CH3:17])[CH3:16])=[O:13])[CH2:6][C:5]=2[CH:4]=1.C(N(CC)CC)C.[CH3:26][S:27](Cl)(=[O:29])=[O:28]. Product: [CH3:26][S:27]([O:1][CH2:2][C:3]1[S:11][C:10]2[CH2:9][CH2:8][N:7]([C:12]([O:14][C:15]([CH3:18])([CH3:17])[CH3:16])=[O:13])[CH2:6][C:5]=2[CH:4]=1)(=[O:29])=[O:28]. The catalyst class is: 4. (5) The catalyst class is: 5. Product: [F:6][C:7]1[CH:15]=[C:14]([CH3:16])[CH:13]=[CH:12][C:8]=1[C:9]([O:11][CH3:17])=[O:10]. Reactant: S(=O)(=O)(O)O.[F:6][C:7]1[CH:15]=[C:14]([CH3:16])[CH:13]=[CH:12][C:8]=1[C:9]([OH:11])=[O:10].[C:17](=O)([O-])[O-].[Na+].[Na+]. (6) Reactant: [CH:1]([C:4]1[N:5]=[C:6]([SH:13])[NH:7][C:8](=[O:12])[C:9]=1[C:10]#[N:11])([CH3:3])[CH3:2].C([O-])([O-])=O.[K+].[K+].Cl[CH2:21][C:22]1[CH:27]=[C:26]([CH3:28])[CH:25]=[CH:24][C:23]=1[CH3:29]. Product: [CH3:29][C:23]1[CH:24]=[CH:25][C:26]([CH3:28])=[CH:27][C:22]=1[CH2:21][S:13][C:6]1[NH:7][C:8](=[O:12])[C:9]([C:10]#[N:11])=[C:4]([CH:1]([CH3:3])[CH3:2])[N:5]=1. The catalyst class is: 692. (7) Reactant: C(OC([N:8]1[CH2:12][CH2:11][C@H:10]([C@@H:13]([OH:17])[CH2:14][O:15][CH3:16])[CH2:9]1)=O)(C)(C)C.[H-].[Na+].[Cl:20][C:21]1[CH:26]=[C:25]([Cl:27])[CH:24]=[CH:23][C:22]=1F.CCO. Product: [Cl:20][C:21]1[CH:26]=[C:25]([Cl:27])[CH:24]=[CH:23][C:22]=1[O:17][C@H:13]([C@H:10]1[CH2:11][CH2:12][NH:8][CH2:9]1)[CH2:14][O:15][CH3:16]. The catalyst class is: 517.